Dataset: NCI-60 drug combinations with 297,098 pairs across 59 cell lines. Task: Regression. Given two drug SMILES strings and cell line genomic features, predict the synergy score measuring deviation from expected non-interaction effect. (1) Cell line: OVCAR-5. Drug 1: C1CC(=O)NC(=O)C1N2C(=O)C3=CC=CC=C3C2=O. Drug 2: COC1=C2C(=CC3=C1OC=C3)C=CC(=O)O2. Synergy scores: CSS=-2.72, Synergy_ZIP=4.75, Synergy_Bliss=-3.24, Synergy_Loewe=-5.14, Synergy_HSA=-4.54. (2) Drug 1: CC1=C(C(CCC1)(C)C)C=CC(=CC=CC(=CC(=O)O)C)C. Drug 2: CS(=O)(=O)OCCCCOS(=O)(=O)C. Cell line: A498. Synergy scores: CSS=1.61, Synergy_ZIP=-1.04, Synergy_Bliss=-1.15, Synergy_Loewe=-3.15, Synergy_HSA=-3.29.